This data is from Forward reaction prediction with 1.9M reactions from USPTO patents (1976-2016). The task is: Predict the product of the given reaction. (1) Given the reactants C([O:4][C@@H:5]1[C@@H:10]([O:11]C(=O)C)[C@H:9]([O:15]C(=O)C)[C@@H:8]([CH2:19][O:20]C(=O)C)[O:7][C@H:6]1[C:24]1[CH:29]=[CH:28][C:27]([CH3:30])=[C:26]([CH2:31][C:32]2[S:33][C:34]([C:37]3[CH:42]=[CH:41][C:40]([F:43])=[CH:39][CH:38]=3)=[CH:35][CH:36]=2)[CH:25]=1)(=O)C.O1CCCC1.O[Li].O, predict the reaction product. The product is: [F:43][C:40]1[CH:41]=[CH:42][C:37]([C:34]2[S:33][C:32]([CH2:31][C:26]3[CH:25]=[C:24]([C@@H:6]4[O:7][C@H:8]([CH2:19][OH:20])[C@@H:9]([OH:15])[C@H:10]([OH:11])[C@H:5]4[OH:4])[CH:29]=[CH:28][C:27]=3[CH3:30])=[CH:36][CH:35]=2)=[CH:38][CH:39]=1. (2) Given the reactants [CH3:1][O:2][C:3]1[CH:10]=[CH:9][C:6]([CH2:7][NH2:8])=[CH:5][CH:4]=1.C(O[BH-](OC(=O)C)OC(=O)C)(=O)C.[Na+].[OH:25][C:26]1([CH2:33][CH2:34][C:35]2[C:44]3[C:39](=[CH:40][CH:41]=[C:42]([O:45][CH3:46])[CH:43]=3)[N:38]=[CH:37][N:36]=2)[CH2:31][CH2:30][C:29](=O)[CH2:28][CH2:27]1, predict the reaction product. The product is: [CH3:1][O:2][C:3]1[CH:10]=[CH:9][C:6]([CH2:7][NH:8][CH:29]2[CH2:28][CH2:27][C:26]([CH2:33][CH2:34][C:35]3[C:44]4[C:39](=[CH:40][CH:41]=[C:42]([O:45][CH3:46])[CH:43]=4)[N:38]=[CH:37][N:36]=3)([OH:25])[CH2:31][CH2:30]2)=[CH:5][CH:4]=1. (3) Given the reactants [CH3:1][C@@H:2]1[C@H:6]([CH3:7])[N:5]([C:8]([O:10][C:11]([CH3:14])([CH3:13])[CH3:12])=[O:9])[C@H:4]([C:15]([O:17]CC)=[O:16])[CH2:3]1.CO.[OH-].[Li+].Cl, predict the reaction product. The product is: [C:11]([O:10][C:8]([N:5]1[C@@H:6]([CH3:7])[C@@H:2]([CH3:1])[CH2:3][C@H:4]1[C:15]([OH:17])=[O:16])=[O:9])([CH3:12])([CH3:14])[CH3:13].